This data is from Reaction yield outcomes from USPTO patents with 853,638 reactions. The task is: Predict the reaction yield, written as a fraction of the theoretical maximum amount of product (1.0 means a 100% yield; for example, 0.34 means a 34% yield). (1) The reactants are C(NC(C)C)(C)C.C([Li])CCC.[O:13]=[C:14]1[CH2:19][CH2:18][N:17]([C:20]([O:22][C:23]([CH3:26])([CH3:25])[CH3:24])=[O:21])[CH2:16][CH2:15]1.C1C=CC(N([S:34]([C:37]([F:40])([F:39])[F:38])(=[O:36])=[O:35])[S:34]([C:37]([F:40])([F:39])[F:38])(=[O:36])=[O:35])=CC=1. The catalyst is C1COCC1. The product is [F:38][C:37]([F:40])([F:39])[S:34]([O:13][C:14]1[CH2:19][CH2:18][N:17]([C:20]([O:22][C:23]([CH3:26])([CH3:25])[CH3:24])=[O:21])[CH2:16][CH:15]=1)(=[O:36])=[O:35]. The yield is 0.960. (2) The product is [CH3:16][S:13]([CH2:12][C:11]([NH2:10])([CH3:23])[C:17]1[N:21]=[C:20]([CH3:22])[O:19][N:18]=1)(=[O:14])=[O:15]. The reactants are C(OC(=O)[NH:10][C:11]([CH3:23])([C:17]1[N:21]=[C:20]([CH3:22])[O:19][N:18]=1)[CH2:12][S:13]([CH3:16])(=[O:15])=[O:14])C1C=CC=CC=1.B(Br)(Br)Br.C(=O)([O-])[O-].[Na+].[Na+]. The yield is 0.400. The catalyst is C(Cl)Cl. (3) The reactants are [CH:1]1([NH2:7])[CH2:6][CH2:5][CH2:4][CH2:3][CH2:2]1.[C:8]([O:12][C:13](=[O:28])[CH2:14][C@@H:15]([CH2:19][CH2:20][CH2:21][C:22]1[CH:27]=[CH:26][CH:25]=[CH:24][CH:23]=1)[C:16]([OH:18])=[O:17])([CH3:11])([CH3:10])[CH3:9].C(OCC)(=O)C.C(O)(=O)CC(CC(O)=O)(C(O)=O)O.C1(N)CCCCC1. The catalyst is CO. The product is [CH:1]1([NH2:7])[CH2:6][CH2:5][CH2:4][CH2:3][CH2:2]1.[C:8]([O:12][C:13](=[O:28])[CH2:14][C@@H:15]([CH2:19][CH2:20][CH2:21][CH:22]1[CH2:23][CH2:24][CH2:25][CH2:26][CH2:27]1)[C:16]([OH:18])=[O:17])([CH3:11])([CH3:9])[CH3:10]. The yield is 0.710. (4) The reactants are [F:1][C:2]([F:28])([F:27])[C:3]([C:5]1[C:13]2[C:8](=[CH:9][CH:10]=[CH:11][C:12]=2B2OC(C)(C)C(C)(C)O2)[N:7]([CH2:23][CH2:24][O:25][CH3:26])[CH:6]=1)=[O:4].Br[C:30]1[CH:35]=[CH:34][CH:33]=[CH:32][N:31]=1.C([O-])([O-])=O.[Cs+].[Cs+].C(Cl)Cl. The catalyst is O1CCOCC1.C1C=CC(P(C2C=CC=CC=2)[C-]2C=CC=C2)=CC=1.C1C=CC(P(C2C=CC=CC=2)[C-]2C=CC=C2)=CC=1.Cl[Pd]Cl.[Fe+2].O. The product is [F:28][C:2]([F:1])([F:27])[C:3]([C:5]1[C:13]2[C:8](=[CH:9][CH:10]=[CH:11][C:12]=2[C:30]2[CH:35]=[CH:34][CH:33]=[CH:32][N:31]=2)[N:7]([CH2:23][CH2:24][O:25][CH3:26])[CH:6]=1)=[O:4]. The yield is 0.460. (5) The yield is 0.770. The reactants are [CH3:1][S:2]([C:4]1[CH:10]=[CH:9][CH:8]=[CH:7][C:5]=1[NH2:6])=[O:3].P(=O)(O)(O)O.[N+]([O-])(O)=O.[N:20]([O-])=O.[Na+].C([O-])(=O)C.[K+].[C:29]([CH2:32][C:33](=[O:35])[CH3:34])(=[O:31])[CH3:30]. The catalyst is O.C(O)C. The product is [CH3:1][S:2]([C:4]1[CH:10]=[CH:9][CH:8]=[CH:7][C:5]=1[NH:6][N:20]=[C:32]([C:33](=[O:35])[CH3:34])[C:29](=[O:31])[CH3:30])=[O:3].